Dataset: Catalyst prediction with 721,799 reactions and 888 catalyst types from USPTO. Task: Predict which catalyst facilitates the given reaction. Reactant: [CH:1]([C:3]1[CH:12]=[CH:11][C:6]([C:7]([O:9][CH3:10])=[O:8])=[CH:5][CH:4]=1)=O.[CH2:13]([SH:17])[CH2:14][CH2:15][SH:16].B(F)(F)F.CCOCC. Product: [S:16]1[CH2:15][CH2:14][CH2:13][S:17][CH:1]1[C:3]1[CH:12]=[CH:11][C:6]([C:7]([O:9][CH3:10])=[O:8])=[CH:5][CH:4]=1. The catalyst class is: 2.